From a dataset of Full USPTO retrosynthesis dataset with 1.9M reactions from patents (1976-2016). Predict the reactants needed to synthesize the given product. (1) Given the product [N+:8]([C:5]1[CH:6]=[CH:7][C:2]([NH:20][CH2:19][CH2:18][O:17][CH2:16][CH2:15][O:14][CH2:11][C:12]#[CH:13])=[CH:3][CH:4]=1)([O-:10])=[O:9], predict the reactants needed to synthesize it. The reactants are: Cl[C:2]1[CH:7]=[CH:6][C:5]([N+:8]([O-:10])=[O:9])=[CH:4][CH:3]=1.[CH2:11]([O:14][CH2:15][CH2:16][O:17][CH2:18][CH2:19][NH2:20])[C:12]#[CH:13]. (2) Given the product [Cl:10][C:11]1[CH:12]=[C:13]([CH:18]=[CH:19][CH:20]=1)[C:14]([OH:16])=[O:15].[N+:1]1([O-:15])[CH:2]=[CH:3][C:4]2[C:9]=1[NH:8][CH:7]=[CH:6][CH:5]=2, predict the reactants needed to synthesize it. The reactants are: [NH:1]1[C:9]2[C:4](=[CH:5][CH:6]=[CH:7][N:8]=2)[CH:3]=[CH:2]1.[Cl:10][C:11]1[CH:12]=[C:13]([CH:18]=[CH:19][CH:20]=1)[C:14]([O:16]O)=[O:15]. (3) Given the product [CH:15]([NH:18][C:19]([C@@H:21]1[C@H:26]([NH:27][C:28]2[C:33]([Cl:34])=[CH:32][N:31]=[C:30]3[N:35]=[C:7]([C:6]4[S:5][C:4]([N:9]5[CH2:13][CH2:12][C@@H:11]([OH:14])[CH2:10]5)=[N:3][C:2]=4[Cl:1])[NH:36][C:29]=23)[C@@H:25]2[CH2:37][C@H:22]1[CH:23]=[CH:24]2)=[O:20])([CH3:17])[CH3:16], predict the reactants needed to synthesize it. The reactants are: [Cl:1][C:2]1[N:3]=[C:4]([N:9]2[CH2:13][CH2:12][CH:11]([OH:14])[CH2:10]2)[S:5][C:6]=1[CH:7]=O.[CH:15]([NH:18][C:19]([C@@H:21]1[C@H:26]([NH:27][C:28]2[C:33]([Cl:34])=[CH:32][N:31]=[C:30]([NH2:35])[C:29]=2[NH2:36])[C@@H:25]2[CH2:37][C@H:22]1[CH:23]=[CH:24]2)=[O:20])([CH3:17])[CH3:16].C([O-])(=O)C.[NH4+]. (4) The reactants are: [CH2:1]([N:3]([CH2:9][C:10]1[CH:15]=[C:14]([C:16]([F:19])([F:18])[F:17])[CH:13]=[CH:12][C:11]=1B1OC(C)(C)C(C)(C)O1)[C:4]([CH:6]1[CH2:8][CH2:7]1)=[O:5])[CH3:2].[CH3:29][O:30][C:31](=[O:41])[CH2:32][C:33]1[CH:38]=[C:37]([Cl:39])[CH:36]=[C:35](Br)[CH:34]=1. Given the product [CH3:29][O:30][C:31](=[O:41])[CH2:32][C:33]1[CH:34]=[C:35]([C:11]2[CH:12]=[CH:13][C:14]([C:16]([F:17])([F:18])[F:19])=[CH:15][C:10]=2[CH2:9][N:3]([C:4]([CH:6]2[CH2:7][CH2:8]2)=[O:5])[CH2:1][CH3:2])[CH:36]=[C:37]([Cl:39])[CH:38]=1, predict the reactants needed to synthesize it. (5) Given the product [CH3:1][N:2]1[C:6]([C:7]2[N:12]=[C:11]([C@@H:13]([NH:17][C:23](=[O:22])[O:25][C:26]([CH3:29])([CH3:28])[CH3:27])[CH2:14][CH:15]=[CH2:16])[CH:10]=[CH:9][CH:8]=2)=[C:5]([N+:18]([O-:20])=[O:19])[CH:4]=[N:3]1, predict the reactants needed to synthesize it. The reactants are: [CH3:1][N:2]1[C:6]([C:7]2[N:12]=[C:11]([C@@H:13]([NH2:17])[CH2:14][CH:15]=[CH2:16])[CH:10]=[CH:9][CH:8]=2)=[C:5]([N+:18]([O-:20])=[O:19])[CH:4]=[N:3]1.Cl.[O:22](C(OC(C)(C)C)=O)[C:23]([O:25][C:26]([CH3:29])([CH3:28])[CH3:27])=O. (6) Given the product [C:13]1(=[O:14])[C:12]2[CH:11]=[CH:10][CH:9]=[CH:8][C:7]=2[CH2:6][CH2:5][CH2:15][NH:1]1, predict the reactants needed to synthesize it. The reactants are: [N-:1]=[N+]=[N-].[Na+].[CH2:5]1[CH2:15][C:13](=[O:14])[C:12]2[C:7](=[CH:8][CH:9]=[CH:10][CH:11]=2)[CH2:6]1.C(=O)([O-])[O-].[K+].[K+]. (7) Given the product [ClH:27].[CH3:1][C:2]1[C:3]2[N:4]([C:8]([N:11]3[CH2:16][CH2:15][NH:14][CH2:13][CH2:12]3)=[N:9][CH:10]=2)[CH:5]=[CH:6][N:7]=1, predict the reactants needed to synthesize it. The reactants are: [CH3:1][C:2]1[C:3]2[N:4]([C:8]([N:11]3[CH2:16][CH2:15][N:14](C(OCC4C=CC=CC=4)=O)[CH2:13][CH2:12]3)=[N:9][CH:10]=2)[CH:5]=[CH:6][N:7]=1.[ClH:27]. (8) Given the product [O:12]1[C:16]2[CH:17]=[CH:18][C:19]([CH2:21][N:22]3[CH2:27][CH2:26][CH:25]([NH:28][C:29]4[C:38]5[C:33](=[CH:34][CH:35]=[C:36]([O:39][CH3:40])[CH:37]=5)[O:32][C:31](=[O:41])[C:30]=4[Cl:42])[CH2:24][CH2:23]3)=[CH:20][C:15]=2[O:14][CH2:13]1, predict the reactants needed to synthesize it. The reactants are: C1(C)C=CC(S(O)(=O)=O)=CC=1.[O:12]1[C:16]2[CH:17]=[CH:18][C:19]([CH2:21][N:22]3[CH2:27][CH2:26][CH:25]([NH:28][C:29]4[C:38]5[C:33](=[CH:34][CH:35]=[C:36]([O:39][CH3:40])[CH:37]=5)[O:32][C:31](=[O:41])[CH:30]=4)[CH2:24][CH2:23]3)=[CH:20][C:15]=2[O:14][CH2:13]1.[Cl:42]N1C(=O)CCC1=O.C(O)(=O)C. (9) Given the product [IH:12].[NH:19]1[CH2:18][CH2:17][N:16]=[C:15]1[N:3]1[CH2:4][CH2:5][C:6]2([CH2:11][CH2:10][CH2:9][CH2:8][CH2:7]2)[CH2:1][CH2:2]1, predict the reactants needed to synthesize it. The reactants are: [CH2:1]1[C:6]2([CH2:11][CH2:10][CH2:9][CH2:8][CH2:7]2)[CH2:5][CH2:4][NH:3][CH2:2]1.[IH:12].CS[C:15]1[NH:16][CH2:17][CH2:18][N:19]=1. (10) Given the product [F:8][C:7]1[CH:6]=[C:5]2[C:4](=[CH:3][C:2]=1[F:1])[CH2:9][C:10](=[O:12])[CH2:14][CH2:13]2, predict the reactants needed to synthesize it. The reactants are: [F:1][C:2]1[CH:3]=[C:4]([CH2:9][C:10]([OH:12])=O)[CH:5]=[CH:6][C:7]=1[F:8].[C:13](Cl)(=O)[C:14](Cl)=O.[Cl-].[Al+3].[Cl-].[Cl-].Cl.